From a dataset of NCI-60 drug combinations with 297,098 pairs across 59 cell lines. Regression. Given two drug SMILES strings and cell line genomic features, predict the synergy score measuring deviation from expected non-interaction effect. (1) Drug 1: CCC1=C2CN3C(=CC4=C(C3=O)COC(=O)C4(CC)O)C2=NC5=C1C=C(C=C5)O. Drug 2: CCC1(C2=C(COC1=O)C(=O)N3CC4=CC5=C(C=CC(=C5CN(C)C)O)N=C4C3=C2)O.Cl. Cell line: U251. Synergy scores: CSS=66.7, Synergy_ZIP=-1.44, Synergy_Bliss=-1.43, Synergy_Loewe=-0.122, Synergy_HSA=3.98. (2) Drug 1: C1C(C(OC1N2C=C(C(=O)NC2=O)F)CO)O. Drug 2: C1CN(CCN1C(=O)CCBr)C(=O)CCBr. Cell line: 786-0. Synergy scores: CSS=19.4, Synergy_ZIP=-4.35, Synergy_Bliss=0.299, Synergy_Loewe=-4.31, Synergy_HSA=2.35.